From a dataset of Reaction yield outcomes from USPTO patents with 853,638 reactions. Predict the reaction yield, written as a fraction of the theoretical maximum amount of product (1.0 means a 100% yield; for example, 0.34 means a 34% yield). (1) The reactants are [CH3:1][C:2]1[N:3]([C:8]2[CH:13]=[C:12]([CH3:14])[CH:11]=[C:10]([CH3:15])[N:9]=2)[C:4]([CH3:7])=[CH:5][CH:6]=1.[Li]CCCC.[Cl:21][C:22]1[CH:27]=[CH:26][CH:25]=[C:24](Cl)[N:23]=1. The catalyst is C1COCC1. The product is [Cl:21][C:22]1[N:23]=[C:24]([CH2:15][C:10]2[CH:11]=[C:12]([CH3:14])[CH:13]=[C:8]([N:3]3[C:2]([CH3:1])=[CH:6][CH:5]=[C:4]3[CH3:7])[N:9]=2)[CH:25]=[CH:26][CH:27]=1. The yield is 0.480. (2) The reactants are C(NC(C)C)(C)C.C([Li])CCC.[CH3:13][O:14][C:15](=[O:27])[CH2:16][C:17]1[CH:22]=[CH:21][C:20]([S:23]([CH3:26])(=[O:25])=[O:24])=[CH:19][CH:18]=1.I[CH2:29][CH:30]1[CH2:34][CH2:33][CH2:32][CH2:31]1. The catalyst is O1CCCC1.CN1CCCN(C)C1=O. The product is [CH3:13][O:14][C:15](=[O:27])[CH:16]([C:17]1[CH:18]=[CH:19][C:20]([S:23]([CH3:26])(=[O:24])=[O:25])=[CH:21][CH:22]=1)[CH2:29][CH:30]1[CH2:34][CH2:33][CH2:32][CH2:31]1. The yield is 0.680. (3) The reactants are C[O:2][C:3]([C:5]1[CH:10]=[CH:9][C:8]([C:11]2[CH:16]=[CH:15][C:14]([S:17](=[O:25])(=[O:24])[N:18]([C:20]([CH3:23])([CH3:22])[CH3:21])[CH3:19])=[CH:13][CH:12]=2)=[CH:7][CH:6]=1)=[O:4].O[Li].O. The catalyst is O1CCOCC1.O. The product is [C:20]([N:18]([CH3:19])[S:17]([C:14]1[CH:15]=[CH:16][C:11]([C:8]2[CH:9]=[CH:10][C:5]([C:3]([OH:4])=[O:2])=[CH:6][CH:7]=2)=[CH:12][CH:13]=1)(=[O:25])=[O:24])([CH3:23])([CH3:22])[CH3:21]. The yield is 0.880. (4) The reactants are Cl[CH2:2][C:3]([N:5]([CH:14]1[CH2:16][CH2:15]1)[C:6]1[CH:11]=[CH:10][CH:9]=[C:8]([O:12][CH3:13])[CH:7]=1)=[O:4].CCN(CC)CC.C1(C2C=CC=CC=2)C=CC=CC=1P(C(C)(C)C)C(C)(C)C. The catalyst is C1(C)C=CC=CC=1.CC([O-])=O.CC([O-])=O.[Pd+2]. The product is [CH:14]1([N:5]2[C:6]3[C:11](=[CH:10][CH:9]=[C:8]([O:12][CH3:13])[CH:7]=3)[CH2:2][C:3]2=[O:4])[CH2:16][CH2:15]1. The yield is 0.840. (5) The reactants are [Br:1][C:2]1[N:7]=[C:6]([CH:8]=[O:9])[CH:5]=[CH:4][CH:3]=1.C([O-])([O-])=O.[K+].[K+].CC1C=CC(S([CH2:26][N+:27]#[C-:28])(=O)=O)=CC=1. The catalyst is CO. The product is [Br:1][C:2]1[CH:3]=[CH:4][CH:5]=[C:6]([C:8]2[O:9][CH:28]=[N:27][CH:26]=2)[N:7]=1. The yield is 0.950. (6) The reactants are Br[C:2]1[C:7]([CH3:8])=[C:6]([N:9]2[CH2:14][CH2:13][CH:12]([C:15]3[N:24]=[C:23]4[C:18]([CH2:19][CH2:20][CH2:21][NH:22]4)=[CH:17][CH:16]=3)[CH2:11][CH2:10]2)[N:5]=[CH:4][N:3]=1.[NH2:25][CH2:26][C@@H:27]([C:39]([O:41][C:42]([CH3:45])([CH3:44])[CH3:43])=[O:40])[NH:28][C:29]([O:31][CH2:32][C:33]1[CH:38]=[CH:37][CH:36]=[CH:35][CH:34]=1)=[O:30].[F-].[Cs+]. The catalyst is O1CCOCC1.[Pd].[Pd].C(=CC(C=CC1C=CC=CC=1)=O)C1C=CC=CC=1.C(=CC(C=CC1C=CC=CC=1)=O)C1C=CC=CC=1.C(=CC(C=CC1C=CC=CC=1)=O)C1C=CC=CC=1. The product is [CH3:8][C:7]1[C:2]([NH:25][CH2:26][C@@H:27]([C:39]([O:41][C:42]([CH3:45])([CH3:44])[CH3:43])=[O:40])[NH:28][C:29]([O:31][CH2:32][C:33]2[CH:38]=[CH:37][CH:36]=[CH:35][CH:34]=2)=[O:30])=[N:3][CH:4]=[N:5][C:6]=1[N:9]1[CH2:14][CH2:13][CH:12]([C:15]2[N:24]=[C:23]3[C:18]([CH2:19][CH2:20][CH2:21][NH:22]3)=[CH:17][CH:16]=2)[CH2:11][CH2:10]1. The yield is 0.370.